From a dataset of Reaction yield outcomes from USPTO patents with 853,638 reactions. Predict the reaction yield, written as a fraction of the theoretical maximum amount of product (1.0 means a 100% yield; for example, 0.34 means a 34% yield). (1) The reactants are [Mg].II.BrC(Br)C.[CH:8]([C:11]1[CH:12]=[C:13](Br)[CH:14]=[CH:15][CH:16]=1)([CH3:10])[CH3:9].[C:18]1(=[O:24])[CH2:23][CH2:22][CH2:21][CH2:20][CH2:19]1. The catalyst is O1CCCC1. The product is [CH:8]([C:11]1[CH:12]=[C:13]([C:18]2([OH:24])[CH2:23][CH2:22][CH2:21][CH2:20][CH2:19]2)[CH:14]=[CH:15][CH:16]=1)([CH3:10])[CH3:9]. The yield is 0.600. (2) The reactants are [N:1]1[CH:6]=[CH:5][CH:4]=[CH:3][C:2]=1[CH:7]1[CH2:12][CH2:11][NH:10][CH2:9][CH2:8]1.C(OC([NH:20][CH2:21][CH2:22][CH2:23]Br)=O)(C)(C)C.C(=O)([O-])[O-].[K+].[K+]. The catalyst is O1CCOCC1. The product is [N:1]1[CH:6]=[CH:5][CH:4]=[CH:3][C:2]=1[CH:7]1[CH2:12][CH2:11][N:10]([CH2:23][CH2:22][CH2:21][NH2:20])[CH2:9][CH2:8]1. The yield is 0.490. (3) The reactants are [CH3:1][Si:2]([C:5]#[CH:6])([CH3:4])[CH3:3].C([Mg]Br)C.[CH2:11]([O:18][C:19]1[CH:26]=[CH:25][C:22]([CH2:23]Cl)=[CH:21][CH:20]=1)[C:12]1[CH:17]=[CH:16][CH:15]=[CH:14][CH:13]=1.[Cl-].[NH4+]. The catalyst is O1CCCC1.[Cu]Br. The product is [CH2:11]([O:18][C:19]1[CH:20]=[CH:21][C:22]([CH2:23][C:6]#[C:5][Si:2]([CH3:4])([CH3:3])[CH3:1])=[CH:25][CH:26]=1)[C:12]1[CH:13]=[CH:14][CH:15]=[CH:16][CH:17]=1. The yield is 0.720.